The task is: Predict the reactants needed to synthesize the given product.. This data is from Full USPTO retrosynthesis dataset with 1.9M reactions from patents (1976-2016). (1) Given the product [Cl:23][C:21]1[C:20]([C:24]2[CH:25]=[N:26][C:27]([C:32]([F:35])([F:34])[F:33])=[CH:28][C:29]=2[C:30]#[N:31])=[CH:19][C:6]([C:7]([N:9]([C:11]2[CH:16]=[CH:15][CH:14]=[CH:13][C:12]=2[O:17][CH3:18])[CH3:10])=[O:8])=[C:5]([O:4][CH2:3][CH2:2][NH:1][S:37]([CH3:36])(=[O:39])=[O:38])[CH:22]=1, predict the reactants needed to synthesize it. The reactants are: [NH2:1][CH2:2][CH2:3][O:4][C:5]1[CH:22]=[C:21]([Cl:23])[C:20]([C:24]2[CH:25]=[N:26][C:27]([C:32]([F:35])([F:34])[F:33])=[CH:28][C:29]=2[C:30]#[N:31])=[CH:19][C:6]=1[C:7]([N:9]([C:11]1[CH:16]=[CH:15][CH:14]=[CH:13][C:12]=1[O:17][CH3:18])[CH3:10])=[O:8].[CH3:36][S:37](Cl)(=[O:39])=[O:38].CCN(C(C)C)C(C)C. (2) Given the product [Cl:1][C:2]1[N:3]=[CH:4][C:5]2[CH:10]=[CH:9][N:8]([C:12]3[CH:13]=[C:14]([F:26])[C:15]([CH2:16][N:17]4[CH2:22][CH2:21][O:20][CH2:19][CH2:18]4)=[C:23]([F:25])[CH:24]=3)[C:6]=2[N:7]=1, predict the reactants needed to synthesize it. The reactants are: [Cl:1][C:2]1[N:3]=[CH:4][C:5]2[CH:10]=[CH:9][NH:8][C:6]=2[N:7]=1.Br[C:12]1[CH:24]=[C:23]([F:25])[C:15]([CH2:16][N:17]2[CH2:22][CH2:21][O:20][CH2:19][CH2:18]2)=[C:14]([F:26])[CH:13]=1.[O-]P([O-])([O-])=O.[K+].[K+].[K+].N[C@@H]1CCCC[C@H]1N. (3) Given the product [Br:5][CH2:1][C:8]1[C:9]([NH:13][C:14](=[O:20])[O:15][C:16]([CH3:18])([CH3:17])[CH3:19])=[N:10][CH:11]=[CH:12][C:7]=1[F:6], predict the reactants needed to synthesize it. The reactants are: [C:1]([Br:5])(Br)(Br)Br.[F:6][C:7]1[CH:12]=[CH:11][N:10]=[C:9]([NH:13][C:14](=[O:20])[O:15][C:16]([CH3:19])([CH3:18])[CH3:17])[C:8]=1CO.C1(P(C2C=CC=CC=2)C2C=CC=CC=2)C=CC=CC=1. (4) Given the product [Cl:1][C:2]1[CH:19]=[CH:18][C:5]([CH2:6][N:7]2[C:15]3[C:10](=[CH:11][C:12]([CH:16]=[C:38]4[S:37][C:36](=[S:35])[NH:40][C:39]4=[O:41])=[CH:13][CH:14]=3)[CH:9]=[N:8]2)=[C:4]([C:20]([F:21])([F:23])[F:22])[CH:3]=1, predict the reactants needed to synthesize it. The reactants are: [Cl:1][C:2]1[CH:19]=[CH:18][C:5]([CH2:6][N:7]2[C:15]3[C:10](=[CH:11][C:12]([CH:16]=O)=[CH:13][CH:14]=3)[CH:9]=[N:8]2)=[C:4]([C:20]([F:23])([F:22])[F:21])[CH:3]=1.N1C2C(=CC(C=O)=CC=2)C=N1.[S:35]=[C:36]1[NH:40][C:39](=[O:41])[CH2:38][S:37]1. (5) Given the product [F:22][C:23]1[CH:28]=[C:27]([C:2]2[CH:3]=[N:4][CH:5]=[C:6]([C:7]([NH:9][C:10]3[CH:15]=[CH:14][C:13]([O:16][C:17]([F:20])([F:19])[F:18])=[CH:12][CH:11]=3)=[O:8])[CH:21]=2)[CH:26]=[N:25][CH:24]=1, predict the reactants needed to synthesize it. The reactants are: Br[C:2]1[CH:3]=[N:4][CH:5]=[C:6]([CH:21]=1)[C:7]([NH:9][C:10]1[CH:15]=[CH:14][C:13]([O:16][C:17]([F:20])([F:19])[F:18])=[CH:12][CH:11]=1)=[O:8].[F:22][C:23]1[CH:24]=[N:25][CH:26]=[C:27](B2OC(C)(C)C(C)(C)O2)[CH:28]=1.[O-]P([O-])([O-])=O.[K+].[K+].[K+].CCO. (6) Given the product [CH3:37][O:38][CH2:39][CH2:40][N:41]1[CH2:45][C@@H:44]([C:46]2[CH:51]=[CH:50][CH:49]=[CH:48][CH:47]=2)[C@H:43]([NH:52][C:19]([NH:7][C:6]2[N:2]([CH3:1])[N:3]=[C:4]([C:8]3[CH:9]=[CH:10][CH:11]=[CH:12][CH:13]=3)[CH:5]=2)=[O:20])[CH2:42]1, predict the reactants needed to synthesize it. The reactants are: [CH3:1][N:2]1[C:6]([NH2:7])=[CH:5][C:4]([C:8]2[CH:13]=[CH:12][CH:11]=[CH:10][CH:9]=2)=[N:3]1.C1N=CN([C:19](N2C=NC=C2)=[O:20])C=1.CCN(C(C)C)C(C)C.Cl.Cl.[CH3:37][O:38][CH2:39][CH2:40][N:41]1[CH2:45][C@@H:44]([C:46]2[CH:51]=[CH:50][CH:49]=[CH:48][CH:47]=2)[C@H:43]([NH2:52])[CH2:42]1. (7) The reactants are: [NH2:1][C:2]1[CH:3]=[C:4]([CH:9]([CH2:15][CH3:16])[CH2:10][C:11]([O:13][CH3:14])=[O:12])[CH:5]=[CH:6][C:7]=1[Cl:8].[Cl:17][C:18]1[CH:23]=[CH:22][C:21]([C@H:24]([C@@H:28]([CH3:33])[C:29]([F:32])([F:31])[F:30])[C:25](O)=[O:26])=[CH:20][CH:19]=1.CN(C(ON1N=NC2C=CC=NC1=2)=[N+](C)C)C.F[P-](F)(F)(F)(F)F. Given the product [Cl:8][C:7]1[CH:6]=[CH:5][C:4]([CH:9]([CH2:15][CH3:16])[CH2:10][C:11]([O:13][CH3:14])=[O:12])=[CH:3][C:2]=1[NH:1][C:25](=[O:26])[C@H:24]([C:21]1[CH:20]=[CH:19][C:18]([Cl:17])=[CH:23][CH:22]=1)[C@@H:28]([CH3:33])[C:29]([F:30])([F:31])[F:32], predict the reactants needed to synthesize it. (8) Given the product [Cl:1][C:2]1[C:7]([F:31])=[C:6]([F:8])[CH:5]=[CH:4][C:3]=1[CH2:9][NH:10][C:11](=[O:22])[C@@H:12]1[CH2:16][C:15]([CH3:17])([CH3:18])[C:14](=[O:19])[N:13]1[CH2:20][CH3:21], predict the reactants needed to synthesize it. The reactants are: [Cl:1][C:2]1[CH:7]=[C:6]([F:8])[CH:5]=[CH:4][C:3]=1[CH2:9][NH:10][C:11](=[O:22])[C@@H:12]1[CH2:16][C:15]([CH3:18])([CH3:17])[C:14](=[O:19])[N:13]1[CH2:20][CH3:21].Cl.ClC1C([F:31])=C(F)C=CC=1CN. (9) Given the product [Cl:1][C:2]1[CH:3]=[C:4]([N:8]([CH2:9][C:10]2[C:19]3[C:14](=[C:15]([F:20])[CH:16]=[CH:17][CH:18]=3)[NH:13][C:12](=[O:21])[CH:11]=2)[C:32]([C:22]2[C:31]3[C:26](=[CH:27][CH:28]=[CH:29][CH:30]=3)[CH:25]=[CH:24][CH:23]=2)=[O:33])[CH:5]=[CH:6][CH:7]=1, predict the reactants needed to synthesize it. The reactants are: [Cl:1][C:2]1[CH:3]=[C:4]([NH:8][CH2:9][C:10]2[C:19]3[C:14](=[C:15]([F:20])[CH:16]=[CH:17][CH:18]=3)[NH:13][C:12](=[O:21])[CH:11]=2)[CH:5]=[CH:6][CH:7]=1.[C:22]1([C:32](Cl)=[O:33])[C:31]2[C:26](=[CH:27][CH:28]=[CH:29][CH:30]=2)[CH:25]=[CH:24][CH:23]=1. (10) Given the product [S:1]1[C:5]2[CH:6]=[CH:7][CH:8]=[CH:9][C:4]=2[CH:3]=[C:2]1[CH:10]([NH:17][C:18]1[CH:19]=[CH:20][C:21]([C:22]([N:28]([CH3:27])[CH2:29][CH2:30][C:31]([OH:33])=[O:32])=[O:23])=[CH:25][CH:26]=1)[CH:11]1[CH2:12][CH2:13][CH2:14][CH2:15][CH2:16]1, predict the reactants needed to synthesize it. The reactants are: [S:1]1[C:5]2[CH:6]=[CH:7][CH:8]=[CH:9][C:4]=2[CH:3]=[C:2]1[CH:10]([NH:17][C:18]1[CH:26]=[CH:25][C:21]([C:22](O)=[O:23])=[CH:20][CH:19]=1)[CH:11]1[CH2:16][CH2:15][CH2:14][CH2:13][CH2:12]1.[CH3:27][NH:28][CH2:29][CH2:30][C:31]([O:33]CC)=[O:32].